From a dataset of Reaction yield outcomes from USPTO patents with 853,638 reactions. Predict the reaction yield, written as a fraction of the theoretical maximum amount of product (1.0 means a 100% yield; for example, 0.34 means a 34% yield). (1) The reactants are [CH:1]12[NH:8][C@H:5]([CH2:6][CH2:7]1)[CH2:4][CH2:3][CH:2]2[NH:9][C@@H:10]1[CH2:15][CH2:14][CH2:13][CH2:12][C@H:11]1[NH:16][C:17]1[O:18][C:19]([C:22]2[CH:27]=[CH:26][C:25]([O:28][C:29]([F:32])([F:31])[F:30])=[CH:24][CH:23]=2)=[CH:20][N:21]=1.F[C:34]1[CH:39]=[CH:38][C:37]([N+:40]([O-:42])=[O:41])=[CH:36][CH:35]=1.C([O-])([O-])=O.[K+].[K+]. The catalyst is CN(C=O)C. The product is [N+:40]([C:37]1[CH:38]=[CH:39][C:34]([N:8]2[CH2:5][CH:4]3[CH2:6][CH2:7][CH:1]2[C@@H:2]([NH:9][C@@H:10]2[CH2:15][CH2:14][CH2:13][CH2:12][C@H:11]2[NH:16][C:17]2[O:18][C:19]([C:22]4[CH:23]=[CH:24][C:25]([O:28][C:29]([F:31])([F:30])[F:32])=[CH:26][CH:27]=4)=[CH:20][N:21]=2)[CH2:3]3)=[CH:35][CH:36]=1)([O-:42])=[O:41]. The yield is 0.164. (2) The product is [C:11]([O:10][C:9]([N:8]([C:5]1[N:6]=[CH:7][C:2]2[CH2:59][O:58][CH2:63][C:3]=2[CH:4]=1)[C:16](=[O:17])[O:18][C:19]([CH3:22])([CH3:21])[CH3:20])=[O:15])([CH3:14])([CH3:13])[CH3:12]. The catalyst is C1C=CC(/C=C/C(/C=C/C2C=CC=CC=2)=O)=CC=1.C1C=CC(/C=C/C(/C=C/C2C=CC=CC=2)=O)=CC=1.C1C=CC(/C=C/C(/C=C/C2C=CC=CC=2)=O)=CC=1.[Pd].[Pd]. The reactants are Br[C:2]1[C:3](Cl)=[CH:4][C:5]([N:8]([C:16]([O:18][C:19]([CH3:22])([CH3:21])[CH3:20])=[O:17])[C:9](=[O:15])[O:10][C:11]([CH3:14])([CH3:13])[CH3:12])=[N:6][CH:7]=1.CC(C1C=C(C(C)C)C(C2C=CC=CC=2P(C2CCCCC2)C2CCCCC2)=C(C(C)C)C=1)C.[O:58]1[CH2:63]COC[CH2:59]1. The yield is 0.440. (3) The reactants are [Cl:1]N1C(=O)CCC1=O.CN(C)C=O.[C:14]([O:18][C:19](=[O:47])[NH:20][CH2:21][C:22]1[N:27]=[CH:26][C:25]([C:28]2[N:36]=[C:35]3[C:31]([N:32]=[CH:33][N:34]3[CH2:37][CH:38]3[CH2:40][CH2:39]3)=[C:30]([N:41]3[CH2:46][CH2:45][O:44][CH2:43][CH2:42]3)[N:29]=2)=[CH:24][N:23]=1)([CH3:17])([CH3:16])[CH3:15]. The catalyst is C(OCC)(=O)C. The product is [C:14]([O:18][C:19](=[O:47])[NH:20][CH2:21][C:22]1[N:23]=[CH:24][C:25]([C:28]2[N:36]=[C:35]3[C:31]([N:32]=[C:33]([Cl:1])[N:34]3[CH2:37][CH:38]3[CH2:40][CH2:39]3)=[C:30]([N:41]3[CH2:46][CH2:45][O:44][CH2:43][CH2:42]3)[N:29]=2)=[CH:26][N:27]=1)([CH3:17])([CH3:15])[CH3:16]. The yield is 0.560. (4) The reactants are [C:1]([C:3]1[CH:4]=[CH:5][C:6]([CH3:12])=[C:7]([CH:11]=1)[C:8]([NH2:10])=[O:9])#[CH:2].Cl[C:14]1[C:19]([C:20]([F:23])([F:22])[F:21])=[CH:18][N:17]=[C:16]([NH:24][C:25]2[CH:30]=[CH:29][C:28]([N:31]3[CH2:36][CH2:35][N:34]([C:37]([O:39][C:40]([CH3:43])([CH3:42])[CH3:41])=[O:38])[CH2:33][CH2:32]3)=[CH:27][CH:26]=2)[N:15]=1.C1(P(C2C=CC=CC=2)C2C=CC=CC=2)C=CC=CC=1.C(N(CC)CC)C. The catalyst is CN(C=O)C.Cl[Pd](Cl)([P](C1C=CC=CC=1)(C1C=CC=CC=1)C1C=CC=CC=1)[P](C1C=CC=CC=1)(C1C=CC=CC=1)C1C=CC=CC=1.[Cu]I. The product is [C:8]([C:7]1[CH:11]=[C:3]([C:1]#[C:2][C:18]2[C:19]([C:20]([F:22])([F:21])[F:23])=[CH:14][N:15]=[C:16]([NH:24][C:25]3[CH:26]=[CH:27][C:28]([N:31]4[CH2:32][CH2:33][N:34]([C:37]([O:39][C:40]([CH3:43])([CH3:42])[CH3:41])=[O:38])[CH2:35][CH2:36]4)=[CH:29][CH:30]=3)[N:17]=2)[CH:4]=[CH:5][C:6]=1[CH3:12])(=[O:9])[NH2:10]. The yield is 0.690. (5) The yield is 0.450. The reactants are O=[CH:2][C:3]1[CH:11]=[CH:10][CH:9]=[C:6]([O:7][CH3:8])[C:4]=1[OH:5].C([O:14][C:15](=[O:23])[CH:16](Br)C(OCC)=O)C.C(=O)([O-])[O-].[K+].[K+].[OH-].[K+].Cl. The product is [CH3:8][O:7][C:6]1[C:4]2[O:5][C:16]([C:15]([OH:23])=[O:14])=[CH:2][C:3]=2[CH:11]=[CH:10][CH:9]=1. The catalyst is CC(=O)CC.C(O)C.O. (6) The reactants are [CH2:1]([Li])CCC.Br[C:7]1[CH:11]=[CH:10][S:9][CH:8]=1.[B:12]([O:21]C(C)C)(OC(C)C)[O:13]C(C)C.Cl. The catalyst is C1COCC1. The product is [CH:8]1[S:9][CH:10]=[CH:11][C:7]=1[CH2:1][B:12]([OH:21])[OH:13]. The yield is 0.800.